This data is from NCI-60 drug combinations with 297,098 pairs across 59 cell lines. The task is: Regression. Given two drug SMILES strings and cell line genomic features, predict the synergy score measuring deviation from expected non-interaction effect. (1) Drug 1: CC12CCC(CC1=CCC3C2CCC4(C3CC=C4C5=CN=CC=C5)C)O. Drug 2: CCC1(C2=C(COC1=O)C(=O)N3CC4=CC5=C(C=CC(=C5CN(C)C)O)N=C4C3=C2)O.Cl. Cell line: KM12. Synergy scores: CSS=21.1, Synergy_ZIP=-5.95, Synergy_Bliss=-2.11, Synergy_Loewe=-29.2, Synergy_HSA=-1.66. (2) Drug 1: CC1C(C(CC(O1)OC2CC(OC(C2O)C)OC3=CC4=CC5=C(C(=O)C(C(C5)C(C(=O)C(C(C)O)O)OC)OC6CC(C(C(O6)C)O)OC7CC(C(C(O7)C)O)OC8CC(C(C(O8)C)O)(C)O)C(=C4C(=C3C)O)O)O)O. Drug 2: CN1C2=C(C=C(C=C2)N(CCCl)CCCl)N=C1CCCC(=O)O.Cl. Cell line: MDA-MB-435. Synergy scores: CSS=49.9, Synergy_ZIP=0.664, Synergy_Bliss=-0.461, Synergy_Loewe=-44.0, Synergy_HSA=-1.35. (3) Drug 1: CCC(=C(C1=CC=CC=C1)C2=CC=C(C=C2)OCCN(C)C)C3=CC=CC=C3.C(C(=O)O)C(CC(=O)O)(C(=O)O)O. Drug 2: CN1C(=O)N2C=NC(=C2N=N1)C(=O)N. Cell line: HL-60(TB). Synergy scores: CSS=14.7, Synergy_ZIP=-3.34, Synergy_Bliss=-2.18, Synergy_Loewe=4.92, Synergy_HSA=0.361. (4) Drug 1: C1CC(C1)(C(=O)O)C(=O)O.[NH2-].[NH2-].[Pt+2]. Drug 2: C1CCC(C(C1)N)N.C(=O)(C(=O)[O-])[O-].[Pt+4]. Cell line: SK-OV-3. Synergy scores: CSS=5.77, Synergy_ZIP=-5.09, Synergy_Bliss=-9.27, Synergy_Loewe=-1.71, Synergy_HSA=-4.82. (5) Drug 1: CN1CCC(CC1)COC2=C(C=C3C(=C2)N=CN=C3NC4=C(C=C(C=C4)Br)F)OC. Drug 2: COC1=C(C=C2C(=C1)N=CN=C2NC3=CC(=C(C=C3)F)Cl)OCCCN4CCOCC4. Cell line: NCIH23. Synergy scores: CSS=22.2, Synergy_ZIP=0.493, Synergy_Bliss=3.29, Synergy_Loewe=3.93, Synergy_HSA=4.36. (6) Drug 1: C1CN1C2=NC(=NC(=N2)N3CC3)N4CC4. Drug 2: C1=C(C(=O)NC(=O)N1)F. Cell line: MDA-MB-435. Synergy scores: CSS=37.9, Synergy_ZIP=-1.87, Synergy_Bliss=-1.26, Synergy_Loewe=3.18, Synergy_HSA=4.71. (7) Drug 1: CC1=C(C=C(C=C1)NC(=O)C2=CC=C(C=C2)CN3CCN(CC3)C)NC4=NC=CC(=N4)C5=CN=CC=C5. Drug 2: CC12CCC3C(C1CCC2O)C(CC4=C3C=CC(=C4)O)CCCCCCCCCS(=O)CCCC(C(F)(F)F)(F)F. Cell line: SF-268. Synergy scores: CSS=3.09, Synergy_ZIP=-0.948, Synergy_Bliss=-1.15, Synergy_Loewe=-0.714, Synergy_HSA=-1.62. (8) Drug 1: C1=CC(=C2C(=C1NCCNCCO)C(=O)C3=C(C=CC(=C3C2=O)O)O)NCCNCCO. Drug 2: CCCCC(=O)OCC(=O)C1(CC(C2=C(C1)C(=C3C(=C2O)C(=O)C4=C(C3=O)C=CC=C4OC)O)OC5CC(C(C(O5)C)O)NC(=O)C(F)(F)F)O. Cell line: SK-MEL-2. Synergy scores: CSS=42.9, Synergy_ZIP=2.72, Synergy_Bliss=3.29, Synergy_Loewe=-5.23, Synergy_HSA=2.78.